From a dataset of Forward reaction prediction with 1.9M reactions from USPTO patents (1976-2016). Predict the product of the given reaction. (1) Given the reactants [CH2:1]([C@@:5]1([CH2:46][CH3:47])[NH:11][C@H:10]([C:12]2[CH:17]=[CH:16][CH:15]=[CH:14][CH:13]=2)[C:9]2[CH:18]=[C:19]([O:42][CH3:43])[C:20]([CH2:22][N:23]([CH2:33][P:34](=[O:41])([O:38]CC)[O:35]CC)[CH2:24][P:25](=[O:32])([O:29]CC)[O:26]CC)=[CH:21][C:8]=2[S:7](=[O:45])(=[O:44])[CH2:6]1)[CH2:2][CH2:3][CH3:4].Br[Si](C)(C)C, predict the reaction product. The product is: [CH2:1]([C@@:5]1([CH2:46][CH3:47])[NH:11][C@H:10]([C:12]2[CH:13]=[CH:14][CH:15]=[CH:16][CH:17]=2)[C:9]2[CH:18]=[C:19]([O:42][CH3:43])[C:20]([CH2:22][N:23]([CH2:24][P:25](=[O:26])([OH:32])[OH:29])[CH2:33][P:34](=[O:35])([OH:38])[OH:41])=[CH:21][C:8]=2[S:7](=[O:45])(=[O:44])[CH2:6]1)[CH2:2][CH2:3][CH3:4]. (2) Given the reactants [Br:1][C:2]1[CH:15]=[CH:14][C:13]2[O:12][C:11]3[C:6](=[CH:7][C:8]([O:16]C)=[CH:9][CH:10]=3)[C:5]3([CH2:21][O:20][C:19]([NH2:22])=[N:18]3)[C:4]=2[C:3]=1[F:23].B(Br)(Br)Br, predict the reaction product. The product is: [NH2:22][C:19]1[O:20][CH2:21][C:5]2([N:18]=1)[C:4]1[C:3]([F:23])=[C:2]([Br:1])[CH:15]=[CH:14][C:13]=1[O:12][C:11]1[C:6]2=[CH:7][C:8]([OH:16])=[CH:9][CH:10]=1. (3) Given the reactants [Cl:1][C:2]1[CH:3]=[C:4]([N:11]2[C:20]3[C:15](=[CH:16][C:17]([S:21]([NH:24][C:25]4[CH:29]=[CH:28][O:27][N:26]=4)(=[O:23])=[O:22])=[CH:18][CH:19]=3)[CH:14]=[CH:13][C:12]2=[O:30])[C:5]([O:9][CH3:10])=[N:6][C:7]=1Cl.[CH:31]1(B(O)O)[CH2:33][CH2:32]1, predict the reaction product. The product is: [Cl:1][C:2]1[CH:3]=[C:4]([N:11]2[C:20]3[C:15](=[CH:16][C:17]([S:21]([NH:24][C:25]4[CH:29]=[CH:28][O:27][N:26]=4)(=[O:22])=[O:23])=[CH:18][CH:19]=3)[CH:14]=[CH:13][C:12]2=[O:30])[C:5]([O:9][CH3:10])=[N:6][C:7]=1[CH:31]1[CH2:33][CH2:32]1. (4) Given the reactants [C:1]1([C:17]2[CH:22]=[CH:21][CH:20]=[CH:19][CH:18]=2)[CH:6]=[CH:5][C:4]([CH:7]([NH:15][CH3:16])[CH2:8][N:9]2[CH2:14][CH2:13][O:12][CH2:11][CH2:10]2)=[CH:3][CH:2]=1.[CH2:23]([O:25][C:26]([C:28]1[CH:29]=[CH:30][C:31]2[O:36][CH2:35][C:34](=[O:37])[N:33]([CH2:38][C:39]([OH:41])=O)[C:32]=2[CH:42]=1)=[O:27])[CH3:24].C(N(CC)CC)C.F[P-](F)(F)(F)(F)F.N1(O[P+](N(C)C)(N(C)C)N(C)C)C2C=CC=CC=2N=N1.FC(F)(F)C(O)=O, predict the reaction product. The product is: [C:1]1([C:17]2[CH:22]=[CH:21][CH:20]=[CH:19][CH:18]=2)[CH:2]=[CH:3][C:4]([CH:7]([N:15]([CH3:16])[C:39](=[O:41])[CH2:38][N:33]2[C:32]3[CH:42]=[C:28]([C:26]([O:25][CH2:23][CH3:24])=[O:27])[CH:29]=[CH:30][C:31]=3[O:36][CH2:35][C:34]2=[O:37])[CH2:8][N:9]2[CH2:10][CH2:11][O:12][CH2:13][CH2:14]2)=[CH:5][CH:6]=1. (5) Given the reactants Cl.[NH2:2][C@H:3]([C:5]1[C:6](=[O:16])[NH:7][C:8]2[C:13]([CH:14]=1)=[CH:12][C:11]([Cl:15])=[CH:10][CH:9]=2)[CH3:4].[CH3:17][O:18][C:19](=[O:28])[NH:20][C:21]1[CH:26]=[CH:25][N:24]=[C:23](Cl)[N:22]=1.CCN(C(C)C)C(C)C.O, predict the reaction product. The product is: [CH3:17][O:18][C:19](=[O:28])[NH:20][C:21]1[CH:26]=[CH:25][N:24]=[C:23]([NH:2][C@H:3]([C:5]2[C:6](=[O:16])[NH:7][C:8]3[C:13]([CH:14]=2)=[CH:12][C:11]([Cl:15])=[CH:10][CH:9]=3)[CH3:4])[N:22]=1. (6) Given the reactants [NH2:1][C:2]1[CH:7]=[CH:6][C:5]([C:8](=[O:14])[CH2:9][CH2:10][C:11]([OH:13])=[O:12])=[CH:4][CH:3]=1.[CH3:15][Si](C=[N+]=[N-])(C)C, predict the reaction product. The product is: [NH2:1][C:2]1[CH:3]=[CH:4][C:5]([C:8](=[O:14])[CH2:9][CH2:10][C:11]([O:13][CH3:15])=[O:12])=[CH:6][CH:7]=1. (7) Given the reactants Cl[CH2:2][CH2:3][CH2:4][O:5][C:6]1[CH:7]=[CH:8][C:9]2[N:13]=[CH:12][N:11]([C:14]3[S:15][C:16]([C:26]([NH2:28])=[O:27])=[C:17]([C:19]4[CH:24]=[CH:23][CH:22]=[C:21]([Cl:25])[CH:20]=4)[N:18]=3)[C:10]=2[CH:29]=1.C(=O)([O-])[O-].[K+].[K+].[NH:36]1[CH2:40][CH2:39][CH2:38][CH2:37]1, predict the reaction product. The product is: [Cl:25][C:21]1[CH:20]=[C:19]([C:17]2[N:18]=[C:14]([N:11]3[C:10]4[CH:29]=[C:6]([O:5][CH2:4][CH2:3][CH2:2][N:36]5[CH2:40][CH2:39][CH2:38][CH2:37]5)[CH:7]=[CH:8][C:9]=4[N:13]=[CH:12]3)[S:15][C:16]=2[C:26]([NH2:28])=[O:27])[CH:24]=[CH:23][CH:22]=1. (8) Given the reactants Br[C:2]1[CH:11]=[C:10]2[C:5]([CH2:6][CH2:7][CH:8]([N:12]([CH2:16][CH:17]3[CH2:22][CH2:21][N:20]([S:23]([CH3:26])(=[O:25])=[O:24])[CH2:19][CH2:18]3)[CH2:13][CH2:14][CH3:15])[CH2:9]2)=[CH:4][CH:3]=1.[NH2:27][C:28]1[CH:29]=[C:30](B(O)O)[CH:31]=[CH:32][CH:33]=1, predict the reaction product. The product is: [NH2:27][C:28]1[CH:33]=[C:32]([C:4]2[CH:5]=[C:6]3[C:11]([CH2:10][CH2:9][CH:8]([N:12]([CH2:16][CH:17]4[CH2:22][CH2:21][N:20]([S:23]([CH3:26])(=[O:25])=[O:24])[CH2:19][CH2:18]4)[CH2:13][CH2:14][CH3:15])[CH2:7]3)=[CH:2][CH:3]=2)[CH:31]=[CH:30][CH:29]=1.